Dataset: Full USPTO retrosynthesis dataset with 1.9M reactions from patents (1976-2016). Task: Predict the reactants needed to synthesize the given product. (1) Given the product [NH2:1][C:2]1[N:10]=[C:9]2[C:5]([N:6]=[CH:7][N:8]2[C@H:11]2[C@H:15]([OH:16])[C@H:14]([OH:17])[C@@H:13]([CH2:18][OH:19])[O:12]2)=[C:4]([NH:26][CH:21]2[CH2:25][CH2:24][CH2:23][CH2:22]2)[N:3]=1, predict the reactants needed to synthesize it. The reactants are: [NH2:1][C:2]1[N:10]=[C:9]2[C:5]([N:6]=[CH:7][N:8]2[C@H:11]2[C@H:15]([OH:16])[C@H:14]([OH:17])[C@@H:13]([CH2:18][OH:19])[O:12]2)=[C:4](Cl)[N:3]=1.[CH:21]1([NH2:26])[CH2:25][CH2:24][CH2:23][CH2:22]1.CN(C)C. (2) Given the product [F:1][C:2]1[CH:7]=[CH:6][C:5]([N:8]2[CH:13]=[C:12]([CH3:27])[C:11]3=[N:15][C:16]([CH2:18][O:19][C:20]4[CH:25]=[CH:24][CH:23]=[CH:22][CH:21]=4)=[CH:17][N:10]3[C:9]2=[O:26])=[CH:4][CH:3]=1, predict the reactants needed to synthesize it. The reactants are: [F:1][C:2]1[CH:7]=[CH:6][C:5]([N:8]2[CH:13]=[C:12](I)[C:11]3=[N:15][C:16]([CH2:18][O:19][C:20]4[CH:25]=[CH:24][CH:23]=[CH:22][CH:21]=4)=[CH:17][N:10]3[C:9]2=[O:26])=[CH:4][CH:3]=1.[CH3:27]B(O)O.C([O-])([O-])=O.[K+].[K+]. (3) Given the product [CH3:14][O:15][CH2:16][CH2:17][O:18][C:19]1[CH:20]=[CH:21][C:22]([C:25]2[CH:30]=[CH:29][C:28]([C:31]([NH:33][NH:34][C:11]([C:8]3[CH:7]=[CH:6][C:5]([C:3]([O:2][CH3:1])=[O:4])=[CH:10][N:9]=3)=[O:13])=[O:32])=[CH:27][CH:26]=2)=[CH:23][CH:24]=1, predict the reactants needed to synthesize it. The reactants are: [CH3:1][O:2][C:3]([C:5]1[CH:6]=[CH:7][C:8]([C:11]([OH:13])=O)=[N:9][CH:10]=1)=[O:4].[CH3:14][O:15][CH2:16][CH2:17][O:18][C:19]1[CH:24]=[CH:23][C:22]([C:25]2[CH:30]=[CH:29][C:28]([C:31]([NH:33][NH2:34])=[O:32])=[CH:27][CH:26]=2)=[CH:21][CH:20]=1.ON1C2C=CC=CC=2N=N1.C(N=C=NCCCN(C)C)C.C(NC(C)C)(C)C. (4) The reactants are: [NH2:1][C:2]1[C:11]2[N:12]=[C:13]([CH2:20][O:21][CH2:22][CH3:23])[N:14]([CH2:15][C:16]([CH3:19])(O)[CH3:17])[C:10]=2[C:9]2[N:8]=[CH:7][CH:6]=[CH:5][C:4]=2[N:3]=1.S(Cl)([Cl:26])=O. Given the product [ClH:26].[CH2:22]([O:21][CH2:20][C:13]1[N:14]2[C:10]3[C:9]4[N:8]([C:16]([CH3:19])([CH3:17])[CH2:15]2)[CH2:7][CH2:6][CH2:5][C:4]=4[N:3]=[C:2]([NH2:1])[C:11]=3[N:12]=1)[CH3:23], predict the reactants needed to synthesize it.